This data is from Full USPTO retrosynthesis dataset with 1.9M reactions from patents (1976-2016). The task is: Predict the reactants needed to synthesize the given product. (1) Given the product [CH3:24][C:23]1[CH:25]=[CH:26][C:20]([S:17]([O:1][CH2:2][CH:3]2[O:4][CH2:5][C:6](=[O:9])[NH:7][CH2:8]2)(=[O:19])=[O:18])=[CH:21][CH:22]=1, predict the reactants needed to synthesize it. The reactants are: [OH:1][CH2:2][CH:3]1[CH2:8][NH:7][C:6](=[O:9])[CH2:5][O:4]1.C(N(CC)CC)C.[S:17](Cl)([C:20]1[CH:26]=[CH:25][C:23]([CH3:24])=[CH:22][CH:21]=1)(=[O:19])=[O:18]. (2) Given the product [CH3:1][O:2][C:3]1[CH:4]=[C:5]2[C:10](=[CH:11][C:12]=1[O:13][CH3:14])[N:9]=[CH:8][CH:7]=[C:6]2[O:15][C:16]1[CH:21]=[CH:20][C:19]([NH:22][CH:23]([C:24]([F:27])([F:25])[F:26])[CH2:28][C:29]([OH:31])=[O:30])=[CH:18][C:17]=1[F:39], predict the reactants needed to synthesize it. The reactants are: [CH3:1][O:2][C:3]1[CH:4]=[C:5]2[C:10](=[CH:11][C:12]=1[O:13][CH3:14])[N:9]=[CH:8][CH:7]=[C:6]2[O:15][C:16]1[CH:21]=[CH:20][C:19]([NH:22][CH:23]([CH:28](C(OCC)=O)[C:29]([O:31]CC)=[O:30])[C:24]([F:27])([F:26])[F:25])=[CH:18][C:17]=1[F:39].[OH-].[Na+].